From a dataset of Forward reaction prediction with 1.9M reactions from USPTO patents (1976-2016). Predict the product of the given reaction. (1) Given the reactants [Sn](Cl)(Cl)(Cl)Cl.[F:6][C:7]1[CH:15]=[C:14]([N+:16]([O-])=O)[CH:13]=[CH:12][C:8]=1[C:9]([NH2:11])=[O:10], predict the reaction product. The product is: [NH2:16][C:14]1[CH:13]=[CH:12][C:8]([C:9]([NH2:11])=[O:10])=[C:7]([F:6])[CH:15]=1. (2) Given the reactants [Br:1][C:2]1[CH:9]=[CH:8][C:5]([CH:6]=O)=[CH:4][N:3]=1.[NH2:10][CH2:11][CH2:12][CH2:13][OH:14].C(O)(=O)C.C(O[BH-](OC(=O)C)OC(=O)C)(=O)C.[Na+], predict the reaction product. The product is: [Br:1][C:2]1[N:3]=[CH:4][C:5]([CH2:6][NH:10][CH2:11][CH2:12][CH2:13][OH:14])=[CH:8][CH:9]=1. (3) Given the reactants [F:1][C:2]1[CH:9]=[CH:8][C:5]([NH:6][CH3:7])=[CH:4][CH:3]=1.[Cl:10][C:11]1[CH:12]=[C:13]([CH:35]=[CH:36][C:37]=1[Cl:38])[CH2:14][N:15]1[CH2:20][CH2:19][O:18][CH:17]([CH2:21][NH:22][C:23](=[O:34])OC2C=CC([N+]([O-])=O)=CC=2)[CH2:16]1, predict the reaction product. The product is: [Cl:10][C:11]1[CH:12]=[C:13]([CH:35]=[CH:36][C:37]=1[Cl:38])[CH2:14][N:15]1[CH2:20][CH2:19][O:18][CH:17]([CH2:21][NH:22][C:23](=[O:34])[N:6]([C:5]2[CH:8]=[CH:9][C:2]([F:1])=[CH:3][CH:4]=2)[CH3:7])[CH2:16]1. (4) Given the reactants I[C:2]1[N:3]=[CH:4][N:5]2[CH:9]=[CH:8][S:7][C:6]=12.[F:10][C:11]([F:17])([F:16])[S:12]([O-])(=O)=O.[F:10][C:11]([F:17])([F:16])[S+:12]1C2C=CC=CC=2C2C=CC=CC1=2, predict the reaction product. The product is: [F:10][C:11]([F:17])([F:16])[S:12][C:2]1[N:3]=[CH:4][N:5]2[CH:9]=[CH:8][S:7][C:6]=12.